From a dataset of Forward reaction prediction with 1.9M reactions from USPTO patents (1976-2016). Predict the product of the given reaction. (1) Given the reactants [C:1]1([C:11]2[CH:12]=[N:13][C:14]3[C:19]([CH:20]=2)=[CH:18][CH:17]=[CH:16][CH:15]=3)[C:10]2[C:5](=[CH:6][CH:7]=[CH:8][CH:9]=2)[CH:4]=[CH:3][CH:2]=1.CI.[Cl:23]([O-:27])(=[O:26])(=[O:25])=[O:24].[Na+], predict the reaction product. The product is: [Cl:23]([O-:27])(=[O:26])(=[O:25])=[O:24].[C:1]1([C:11]2[CH:12]=[NH+:13][C:14]3[C:19]([CH:20]=2)=[CH:18][CH:17]=[CH:16][CH:15]=3)[C:10]2[C:5](=[CH:6][CH:7]=[CH:8][CH:9]=2)[CH:4]=[CH:3][CH:2]=1. (2) Given the reactants [F:1][C:2]1[CH:7]=[CH:6][C:5]([C:8]2[C:9]([N:14]3[CH2:19][CH2:18][N:17]([CH2:20][C:21]4[CH:22]=[N:23][N:24]([CH2:26][CH2:27][NH:28][CH3:29])[CH:25]=4)[CH2:16][CH2:15]3)=[N:10][CH:11]=[CH:12][N:13]=2)=[CH:4][CH:3]=1.C(N(CC)CC)C.[CH3:37][S:38]([Cl:41])(=[O:40])=[O:39].[Cl-].[NH4+], predict the reaction product. The product is: [ClH:41].[F:1][C:2]1[CH:7]=[CH:6][C:5]([C:8]2[C:9]([N:14]3[CH2:19][CH2:18][N:17]([CH2:20][C:21]4[CH:22]=[N:23][N:24]([CH2:26][CH2:27][N:28]([CH3:29])[S:38]([CH3:37])(=[O:40])=[O:39])[CH:25]=4)[CH2:16][CH2:15]3)=[N:10][CH:11]=[CH:12][N:13]=2)=[CH:4][CH:3]=1. (3) The product is: [CH2:11]([C:9]1[CH:10]=[C:6]2[N:5]=[C:4]([NH:14][C:15](=[O:26])[C:16]3[CH:17]=[CH:18][C:19]([C:22]([OH:25])([CH3:23])[CH3:24])=[CH:20][CH:21]=3)[CH:3]=[C:2]([N:27]3[CH2:32][CH2:31][O:30][CH2:29][CH2:28]3)[N:7]2[N:8]=1)[CH3:13]. Given the reactants Cl[C:2]1[N:7]2[N:8]=[C:9]([CH:11]3[CH2:13]C3)[CH:10]=[C:6]2[N:5]=[C:4]([NH:14][C:15](=[O:26])[C:16]2[CH:21]=[CH:20][C:19]([C:22]([OH:25])([CH3:24])[CH3:23])=[CH:18][CH:17]=2)[CH:3]=1.[NH:27]1[CH2:32][CH2:31][O:30][CH2:29][CH2:28]1, predict the reaction product. (4) Given the reactants [NH2:1][C@@H:2]([CH2:7][CH:8]1[CH2:13][CH2:12][CH2:11][CH2:10][O:9]1)[C:3](OC)=[O:4].[H-].[Al+3].[Li+].[H-].[H-].[H-], predict the reaction product. The product is: [NH2:1][C@@H:2]([CH2:7][CH:8]1[CH2:13][CH2:12][CH2:11][CH2:10][O:9]1)[CH2:3][OH:4]. (5) Given the reactants [OH:1][CH2:2][CH2:3][CH2:4][CH2:5][CH2:6][CH2:7][O:8][C:9]1[CH:18]=[CH:17][C:12]([C:13]([O:15][CH3:16])=[O:14])=[CH:11][CH:10]=1.[C:19](Cl)(=[O:22])[CH:20]=[CH2:21], predict the reaction product. The product is: [C:19]([O:1][CH2:2][CH2:3][CH2:4][CH2:5][CH2:6][CH2:7][O:8][C:9]1[CH:10]=[CH:11][C:12]([C:13]([O:15][CH3:16])=[O:14])=[CH:17][CH:18]=1)(=[O:22])[CH:20]=[CH2:21]. (6) Given the reactants [CH3:1][O:2][C:3]1[CH:18]=[CH:17][C:6]([C:7]([C:9]2[CH:14]=[CH:13][C:12]([O:15][CH3:16])=[CH:11][CH:10]=2)=[O:8])=[CH:5][CH:4]=1.[I:19]I.O.[N+]([O-])(O)=O, predict the reaction product. The product is: [I:19][C:11]1[CH:10]=[C:9]([C:7]([C:6]2[CH:5]=[CH:4][C:3]([O:2][CH3:1])=[CH:18][CH:17]=2)=[O:8])[CH:14]=[CH:13][C:12]=1[O:15][CH3:16]. (7) Given the reactants [Br:1][C:2]1[CH:3]=[C:4]2[C:9](=[CH:10][CH:11]=1)[CH:8]([OH:12])[CH2:7][CH2:6][CH2:5]2.[C:13]1(O)[CH:18]=[CH:17][CH:16]=[CH:15][CH:14]=1.C1(P(C2C=CC=CC=2)C2C=CC=CC=2)C=CC=CC=1.N(C(OC(C)C)=O)=NC(OC(C)C)=O, predict the reaction product. The product is: [Br:1][C:2]1[CH:3]=[C:4]2[C:9](=[CH:10][CH:11]=1)[CH:8]([O:12][C:13]1[CH:18]=[CH:17][CH:16]=[CH:15][CH:14]=1)[CH2:7][CH2:6][CH2:5]2. (8) Given the reactants [Br:1][C:2]1[CH:7]=[C:6]([N+:8]([O-])=O)[C:5]([NH:11][CH2:12][CH2:13][O:14][CH3:15])=[C:4]([O:16][CH3:17])[CH:3]=1, predict the reaction product. The product is: [Br:1][C:2]1[CH:7]=[C:6]([NH2:8])[C:5]([NH:11][CH2:12][CH2:13][O:14][CH3:15])=[C:4]([O:16][CH3:17])[CH:3]=1. (9) Given the reactants [CH3:1][CH2:2][O:3][C:4]1[CH:5]=[CH:6][CH:7]=[CH:8][C:9]=1[O:10][CH2:11][CH2:12][NH:13][C@@H:14]([CH2:16][C:17]1[CH:18]=[CH:19][C:20]([O:27][CH3:28])=[C:21]([S:23]([NH2:26])(=[O:25])=[O:24])[CH:22]=1)[CH3:15].Cl.[OH-].[Na+].O, predict the reaction product. The product is: [CH3:1][CH2:2][O:3][C:4]1[CH:5]=[CH:6][CH:7]=[CH:8][C:9]=1[O:10][CH2:11][CH2:12][NH:13][C@@H:14]([CH2:16][C:17]1[CH:18]=[CH:19][C:20]([O:27][CH3:28])=[C:21]([S:23]([NH2:26])(=[O:25])=[O:24])[CH:22]=1)[CH3:15].